From a dataset of Full USPTO retrosynthesis dataset with 1.9M reactions from patents (1976-2016). Predict the reactants needed to synthesize the given product. (1) Given the product [F:1][C:2]1[C:10]2[O:9][C:8]([C:17]3[CH:18]=[CH:19][CH:20]=[CH:21][CH:22]=3)([C:11]3[CH:16]=[CH:15][CH:14]=[CH:13][CH:12]=3)[O:7][C:6]=2[CH:5]=[CH:4][C:3]=1[C:36]([OH:38])=[O:37], predict the reactants needed to synthesize it. The reactants are: [F:1][C:2]1[C:10]2[O:9][C:8]([C:17]3[CH:22]=[CH:21][CH:20]=[CH:19][CH:18]=3)([C:11]3[CH:16]=[CH:15][CH:14]=[CH:13][CH:12]=3)[O:7][C:6]=2[CH:5]=[CH:4][CH:3]=1.CN(CCN(C)C)C.C([Li])CCC.[C:36](=[O:38])=[O:37]. (2) Given the product [Cl:32][C:31]1[N:10]2[CH:11]=[C:12]([C:19]3[CH:20]=[N:21][NH:22][CH:23]=3)[CH:13]=[C:14]([C:15]([F:18])([F:16])[F:17])[C:9]2=[N:8][C:7]=1[C:5]([OH:6])=[O:4], predict the reactants needed to synthesize it. The reactants are: [OH-].[Na+].C[O:4][C:5]([C:7]1[N:8]=[C:9]2[C:14]([C:15]([F:18])([F:17])[F:16])=[CH:13][C:12]([C:19]3[CH:20]=[N:21][N:22](C(OC(C)(C)C)=O)[CH:23]=3)=[CH:11][N:10]2[C:31]=1[Cl:32])=[O:6].C(O)(=O)CC(CC(O)=O)(C(O)=O)O. (3) Given the product [C:1]1(=[O:6])[O:5][CH2:4][CH2:3][CH2:2]1.[CH2:1]([OH:6])[CH2:2][CH2:3][CH2:4][OH:5], predict the reactants needed to synthesize it. The reactants are: [CH2:1]([OH:6])[CH2:2][CH2:3][CH2:4][OH:5]. (4) Given the product [Cl:29][C:26]1[CH:25]=[CH:24][C:23]([CH:8]([C:5]2[CH:4]=[CH:3][C:2]([Cl:1])=[CH:7][CH:6]=2)[N:9]2[CH2:14][CH2:13][NH:12][CH2:11][CH:10]2[CH3:22])=[CH:28][CH:27]=1, predict the reactants needed to synthesize it. The reactants are: [Cl:1][C:2]1[CH:7]=[CH:6][C:5]([CH:8]([C:23]2[CH:28]=[CH:27][C:26]([Cl:29])=[CH:25][CH:24]=2)[N:9]2[CH2:14][CH2:13][N:12](C(OC(C)(C)C)=O)[CH2:11][CH:10]2[CH3:22])=[CH:4][CH:3]=1.FC(F)(F)C(O)=O. (5) Given the product [F:25][C:24]([F:27])([F:26])[C:22]([OH:28])=[O:23].[F:20][C:17]1[CH:16]=[CH:15][C:14]([C:12]2[N:13]=[C:9]([O:8][CH2:7][C:6]([OH:21])=[O:5])[S:10][CH:11]=2)=[CH:19][CH:18]=1, predict the reactants needed to synthesize it. The reactants are: C([O:5][C:6](=[O:21])[CH2:7][O:8][C:9]1[S:10][CH:11]=[C:12]([C:14]2[CH:19]=[CH:18][C:17]([F:20])=[CH:16][CH:15]=2)[N:13]=1)(C)(C)C.[C:22]([OH:28])([C:24]([F:27])([F:26])[F:25])=[O:23]. (6) The reactants are: [N:1]1([C:7]2[N:12]=[C:11]([O:13][C:14]3[C:23]4[C:18](=[CH:19][CH:20]=[CH:21][CH:22]=4)[C:17]([C:24](=[O:28])[C:25]([OH:27])=O)=[CH:16][CH:15]=3)[CH:10]=[CH:9][N:8]=2)[CH2:6][CH2:5][O:4][CH2:3][CH2:2]1.C(Cl)(=O)C(Cl)=O.[NH2:35][C:36]1[C:37]([O:51][CH3:52])=[C:38]([NH:46][S:47]([CH3:50])(=[O:49])=[O:48])[CH:39]=[C:40]([C:42]([CH3:45])([CH3:44])[CH3:43])[CH:41]=1.CCN(C(C)C)C(C)C. Given the product [C:42]([C:40]1[CH:39]=[C:38]([NH:46][S:47]([CH3:50])(=[O:49])=[O:48])[C:37]([O:51][CH3:52])=[C:36]([NH:35][C:25](=[O:27])[C:24]([C:17]2[C:18]3[C:23](=[CH:22][CH:21]=[CH:20][CH:19]=3)[C:14]([O:13][C:11]3[CH:10]=[CH:9][N:8]=[C:7]([N:1]4[CH2:6][CH2:5][O:4][CH2:3][CH2:2]4)[N:12]=3)=[CH:15][CH:16]=2)=[O:28])[CH:41]=1)([CH3:45])([CH3:43])[CH3:44], predict the reactants needed to synthesize it. (7) Given the product [CH2:31]([C:8]1[CH:9]=[C:10]([S:13][CH2:14][CH2:15][C@@H:16]([O:18][C:19]2[CH:24]=[CH:23][C:22]([O:25][C:26]([F:29])([F:28])[F:27])=[CH:21][C:20]=2[O:40][C:34]2[CH:39]=[CH:38][CH:37]=[CH:36][CH:35]=2)[CH3:17])[CH:11]=[CH:12][C:7]=1[CH2:6][CH2:5][C:4]([OH:33])=[O:42])[CH3:32], predict the reactants needed to synthesize it. The reactants are: C(O[C:4](=[O:33])[CH2:5][CH2:6][C:7]1[CH:12]=[CH:11][C:10]([S:13][CH2:14][CH2:15][C@@H:16]([O:18][C:19]2[CH:24]=[CH:23][C:22]([O:25][C:26]([F:29])([F:28])[F:27])=[CH:21][C:20]=2Br)[CH3:17])=[CH:9][C:8]=1[CH2:31][CH3:32])C.[C:34]1([OH:40])[CH:39]=[CH:38][CH:37]=[CH:36][CH:35]=1.C(=O)([O-])[O-:42].[Cs+].[Cs+].CC(C)(C(=O)CC(=O)C(C)(C)C)C.[OH-].[Na+]. (8) Given the product [F:36][C:33]1[CH:32]=[CH:31][C:30]([N:27]2[CH2:26][CH2:25][N:24]([C:22]([O:11][CH2:10][CH:5]3[CH2:6][O:7][CH2:8][CH2:9][N:4]3[CH3:3])=[O:21])[CH2:29][CH2:28]2)=[CH:35][CH:34]=1, predict the reactants needed to synthesize it. The reactants are: [H-].[Na+].[CH3:3][N:4]1[CH2:9][CH2:8][O:7][CH2:6][CH:5]1[CH2:10][OH:11].[N+](C1C=CC([O:21][C:22]([N:24]2[CH2:29][CH2:28][N:27]([C:30]3[CH:35]=[CH:34][C:33]([F:36])=[CH:32][CH:31]=3)[CH2:26][CH2:25]2)=O)=CC=1)([O-])=O.C([O-])(O)=O.[Na+]. (9) Given the product [Br:1][C:2]1[CH:11]=[C:6]([C:7]([O:9][CH3:10])=[O:8])[C:5]2[O:12][C:13]([CH:14]([CH3:15])[CH3:20])=[CH:17][C:4]=2[CH:3]=1, predict the reactants needed to synthesize it. The reactants are: [Br:1][C:2]1[CH:3]=[CH:4][C:5]([O:12][C:13]([CH3:17])(C)[C:14]#[CH:15])=[C:6]([CH:11]=1)[C:7]([O:9][CH3:10])=[O:8].[F-].[Cs+].[CH3:20]COCC. (10) The reactants are: Cl[C:2]1[C:7]([C:8]([C:10]2[CH:15]=[CH:14][CH:13]=[CH:12][CH:11]=2)=O)=[C:6]([NH:16][C:17]2[CH:22]=[CH:21][CH:20]=[CH:19][C:18]=2[S:23]([CH:26]([CH3:28])[CH3:27])(=[O:25])=[O:24])[N:5]=[C:4]([NH:29][C:30]2[CH:35]=[C:34]([CH3:36])[C:33]([CH:37]3[CH2:42][CH2:41][N:40]([CH2:43][CH2:44][O:45][CH3:46])[CH2:39][CH2:38]3)=[CH:32][C:31]=2[O:47][CH:48]([CH3:50])[CH3:49])[N:3]=1.[NH2:51][NH2:52]. Given the product [CH:48]([O:47][C:31]1[CH:32]=[C:33]([CH:37]2[CH2:42][CH2:41][N:40]([CH2:43][CH2:44][O:45][CH3:46])[CH2:39][CH2:38]2)[C:34]([CH3:36])=[CH:35][C:30]=1[NH:29][C:4]1[N:3]=[C:2]2[NH:51][N:52]=[C:8]([C:10]3[CH:11]=[CH:12][CH:13]=[CH:14][CH:15]=3)[C:7]2=[C:6]([NH:16][C:17]2[CH:22]=[CH:21][CH:20]=[CH:19][C:18]=2[S:23]([CH:26]([CH3:28])[CH3:27])(=[O:24])=[O:25])[N:5]=1)([CH3:50])[CH3:49], predict the reactants needed to synthesize it.